This data is from Reaction yield outcomes from USPTO patents with 853,638 reactions. The task is: Predict the reaction yield, written as a fraction of the theoretical maximum amount of product (1.0 means a 100% yield; for example, 0.34 means a 34% yield). The yield is 0.510. The product is [CH3:1][CH:2]([C:6]1[CH:7]=[C:8]([CH:14]=[CH:15][C:16]=1[OH:17])[C:9]([OH:11])=[O:10])[C:3]([CH3:5])=[CH2:4]. The catalyst is CO.O. The reactants are [CH3:1][CH:2]([C:6]1[CH:7]=[C:8]([CH:14]=[CH:15][C:16]=1[OH:17])[C:9]([O:11]CC)=[O:10])[C:3]([CH3:5])=[CH2:4].[OH-].[K+].